Predict the reaction yield, written as a fraction of the theoretical maximum amount of product (1.0 means a 100% yield; for example, 0.34 means a 34% yield). From a dataset of Reaction yield outcomes from USPTO patents with 853,638 reactions. (1) The reactants are Cl.[N:2]1([C:8]2[CH:13]=[CH:12][C:11]([NH:14][C:15]([C:17]3[N:18]=[C:19]([C:26]4[CH:31]=[CH:30][CH:29]=[CH:28][CH:27]=4)[O:20][C:21]=3[C:22]([F:25])([F:24])[F:23])=[O:16])=[CH:10][CH:9]=2)[CH2:7][CH2:6][NH:5][CH2:4][CH2:3]1.C(N(CC)CC)C.[CH2:39]([N:42]=[C:43]=[O:44])[CH2:40][CH3:41]. The catalyst is C1COCC1. The product is [CH2:39]([NH:42][C:43]([N:5]1[CH2:6][CH2:7][N:2]([C:8]2[CH:13]=[CH:12][C:11]([NH:14][C:15]([C:17]3[N:18]=[C:19]([C:26]4[CH:31]=[CH:30][CH:29]=[CH:28][CH:27]=4)[O:20][C:21]=3[C:22]([F:23])([F:25])[F:24])=[O:16])=[CH:10][CH:9]=2)[CH2:3][CH2:4]1)=[O:44])[CH2:40][CH3:41]. The yield is 0.810. (2) The yield is 0.900. The product is [CH2:25]([O:28][C:29]1([CH3:35])[CH2:30][CH2:31][N:32]([C:15]2[N:10]3[N:9]=[C:8]([C:4]4[CH:5]=[CH:6][CH:7]=[C:2]([Br:1])[CH:3]=4)[CH:24]=[C:11]3[N:12]=[C:13]([CH3:23])[C:14]=2[CH2:17][C:18]([O:20][CH2:21][CH3:22])=[O:19])[CH2:33][CH2:34]1)[CH:26]=[CH2:27]. The reactants are [Br:1][C:2]1[CH:3]=[C:4]([C:8]2[CH:24]=[C:11]3[N:12]=[C:13]([CH3:23])[C:14]([CH2:17][C:18]([O:20][CH2:21][CH3:22])=[O:19])=[C:15](Cl)[N:10]3[N:9]=2)[CH:5]=[CH:6][CH:7]=1.[CH2:25]([O:28][C:29]1([CH3:35])[CH2:34][CH2:33][NH:32][CH2:31][CH2:30]1)[CH:26]=[CH2:27].Cl.CCN(C(C)C)C(C)C. The catalyst is CN(C=O)C.CCOCC.